From a dataset of Reaction yield outcomes from USPTO patents with 853,638 reactions. Predict the reaction yield, written as a fraction of the theoretical maximum amount of product (1.0 means a 100% yield; for example, 0.34 means a 34% yield). (1) The reactants are [N+:1]([C:4]1[CH:5]=[C:6]([N:10]2[CH2:15][CH2:14][O:13][CH2:12][CH2:11]2)[CH:7]=[CH:8][CH:9]=1)([O-])=O. The catalyst is CO.[Pd]. The product is [N:10]1([C:6]2[CH:5]=[C:4]([NH2:1])[CH:9]=[CH:8][CH:7]=2)[CH2:11][CH2:12][O:13][CH2:14][CH2:15]1. The yield is 0.952. (2) The reactants are [CH:1]([NH:4][C:5]([C:7]1[N:8]([CH3:34])[C:9]([CH2:22][NH:23][S:24]([C:27]2[C:28]([CH3:33])=[CH:29][CH:30]=[CH:31][CH:32]=2)(=[O:26])=[O:25])=[CH:10][C:11](=[O:21])[C:12]=1[O:13]CC1C=CC=CC=1)=[O:6])([CH3:3])[CH3:2].C1(S(C(N)C2N(C)C(C(O)=O)=C(O)C(=O)C=2)(=O)=O)C=CC=CC=1. No catalyst specified. The product is [CH:1]([NH:4][C:5]([C:7]1[N:8]([CH3:34])[C:9]([CH2:22][NH:23][S:24]([C:27]2[C:28]([CH3:33])=[CH:29][CH:30]=[CH:31][CH:32]=2)(=[O:25])=[O:26])=[CH:10][C:11](=[O:21])[C:12]=1[OH:13])=[O:6])([CH3:3])[CH3:2]. The yield is 0.540. (3) The reactants are Br[C:2]1[CH:25]=[CH:24][C:5]2[C:6]3[N:10]([CH2:11][CH2:12][O:13][C:4]=2[CH:3]=1)[CH:9]=[C:8]([C:14]1[N:18]([CH:19]([CH3:21])[CH3:20])[N:17]=[C:16]([CH2:22][OH:23])[N:15]=1)[N:7]=3. The catalyst is [Pd]. The product is [N:7]1[C:8]([C:14]2[N:18]([CH:19]([CH3:20])[CH3:21])[N:17]=[C:16]([CH2:22][OH:23])[N:15]=2)=[CH:9][N:10]2[C:6]=1[C:5]1[CH:24]=[CH:25][CH:2]=[CH:3][C:4]=1[O:13][CH2:12][CH2:11]2. The yield is 0.240. (4) The reactants are [N+:1]([C:4]1[CH:5]=[CH:6][C:7]([N:14]2[CH:18]3[CH2:19][CH2:20][CH:15]2[CH2:16][CH2:17]3)=[N:8][C:9]=1[C:10]([F:13])([F:12])[F:11])([O-])=O. The catalyst is [Pd]. The product is [CH:15]12[N:14]([C:7]3[N:8]=[C:9]([C:10]([F:13])([F:11])[F:12])[C:4]([NH2:1])=[CH:5][CH:6]=3)[CH:18]([CH2:17][CH2:16]1)[CH2:19][CH2:20]2. The yield is 0.800. (5) The reactants are [F:1][C:2]([F:22])([F:21])[C:3]([C:9]1[CH:14]=[CH:13][C:12]([NH:15][CH2:16][C:17]([F:20])([F:19])[F:18])=[CH:11][CH:10]=1)([OH:8])[C:4]([F:7])([F:6])[F:5].[CH2:23](Br)[C:24]1[CH:29]=[CH:28][CH:27]=[CH:26][CH:25]=1. The catalyst is CC(O)(C)C. The product is [CH2:23]([N:15]([CH2:16][C:17]([F:19])([F:18])[F:20])[C:12]1[CH:11]=[CH:10][C:9]([C:3]([OH:8])([C:4]([F:7])([F:6])[F:5])[C:2]([F:21])([F:22])[F:1])=[CH:14][CH:13]=1)[C:24]1[CH:29]=[CH:28][CH:27]=[CH:26][CH:25]=1. The yield is 0.0800. (6) The reactants are [F:1][C:2]1[CH:3]=[C:4]([CH:7]=[C:8]([OH:11])[C:9]=1O)[CH:5]=[O:6].I[CH2:13][CH3:14].[C:15]([O-:18])([O-])=O.[K+].[K+].[CH3:21]N(C=O)C. No catalyst specified. The product is [CH2:13]([O:11][C:8]1[CH:7]=[C:4]([CH:3]=[C:2]([F:1])[C:9]=1[O:18][CH2:15][CH3:21])[CH:5]=[O:6])[CH3:14]. The yield is 0.368.